From a dataset of Peptide-MHC class I binding affinity with 185,985 pairs from IEDB/IMGT. Regression. Given a peptide amino acid sequence and an MHC pseudo amino acid sequence, predict their binding affinity value. This is MHC class I binding data. (1) The peptide sequence is KVGFIMLFH. The MHC is HLA-A25:01 with pseudo-sequence HLA-A25:01. The binding affinity (normalized) is 0.0847. (2) The peptide sequence is IVALTIMGVI. The MHC is HLA-A02:01 with pseudo-sequence HLA-A02:01. The binding affinity (normalized) is 0.200. (3) The peptide sequence is YALCTLLHL. The MHC is HLA-A02:02 with pseudo-sequence HLA-A02:02. The binding affinity (normalized) is 0.336. (4) The peptide sequence is LFDFVNFVK. The MHC is HLA-A03:01 with pseudo-sequence HLA-A03:01. The binding affinity (normalized) is 0.381. (5) The peptide sequence is ITAVNRYFK. The MHC is HLA-A03:01 with pseudo-sequence HLA-A03:01. The binding affinity (normalized) is 0.626. (6) The peptide sequence is FTERSDKSY. The MHC is HLA-A23:01 with pseudo-sequence HLA-A23:01. The binding affinity (normalized) is 0. (7) The peptide sequence is SIYQYVRL. The MHC is H-2-Db with pseudo-sequence H-2-Db. The binding affinity (normalized) is 0.